Predict which catalyst facilitates the given reaction. From a dataset of Catalyst prediction with 721,799 reactions and 888 catalyst types from USPTO. (1) Reactant: [CH3:1][C@@H:2]1[C:7](=[CH2:8])[C@H:6]([OH:9])[CH:5]=[C:4]([C:10]2[CH:15]=[CH:14][N:13]=[CH:12][C:11]=2[N+:16]([O-:18])=[O:17])[CH2:3]1.N1C=CN=C1.[CH3:24][C:25]([Si:28](Cl)([CH3:30])[CH3:29])([CH3:27])[CH3:26]. Product: [Si:28]([O:9][C@H:6]1[C:7](=[CH2:8])[C@@H:2]([CH3:1])[CH2:3][C:4]([C:10]2[CH:15]=[CH:14][N:13]=[CH:12][C:11]=2[N+:16]([O-:18])=[O:17])=[CH:5]1)([C:25]([CH3:27])([CH3:26])[CH3:24])([CH3:30])[CH3:29]. The catalyst class is: 2. (2) Reactant: [OH:1][CH2:2][C@@H:3]1[O:7][C:6]([C:8]2[NH:12][C:11]([C:13]3[CH:14]=[C:15]([CH:37]=[C:38]([O:40][C@@H:41]([CH3:45])[CH2:42][O:43][CH3:44])[CH:39]=3)[O:16][C:17]3[CH:18]=[CH:19][C:20]([S:23]([N:26](CC4C=CC(OC)=CC=4)[CH3:27])(=[O:25])=[O:24])=[N:21][CH:22]=3)=[CH:10][CH:9]=2)=[N:5][CH2:4]1. Product: [OH:1][CH2:2][C@@H:3]1[O:7][C:6]([C:8]2[NH:12][C:11]([C:13]3[CH:14]=[C:15]([CH:37]=[C:38]([O:40][C@@H:41]([CH3:45])[CH2:42][O:43][CH3:44])[CH:39]=3)[O:16][C:17]3[CH:18]=[CH:19][C:20]([S:23]([NH:26][CH3:27])(=[O:24])=[O:25])=[N:21][CH:22]=3)=[CH:10][CH:9]=2)=[N:5][CH2:4]1. The catalyst class is: 55. (3) Reactant: C([O:8][C:9]1[CH:14]=[C:13]([Cl:15])[CH:12]=[CH:11][C:10]=1[N:16]1[S:20](=[O:22])(=[O:21])[NH:19][C:18](=[O:23])[CH2:17]1)C1C=CC=CC=1.B(Br)(Br)Br. Product: [Cl:15][C:13]1[CH:12]=[CH:11][C:10]([N:16]2[S:20](=[O:22])(=[O:21])[NH:19][C:18](=[O:23])[CH2:17]2)=[C:9]([OH:8])[CH:14]=1. The catalyst class is: 2. (4) Reactant: [H-].[Na+].[Br:3][C:4]1[C:13]2[C:8](=[C:9]([F:15])[CH:10]=[C:11]([CH3:14])[CH:12]=2)[CH2:7][CH2:6][C:5]=1[CH:16]=O.O.O1CCC[CH2:20]1. Product: [Br:3][C:4]1[C:13]2[C:8](=[C:9]([F:15])[CH:10]=[C:11]([CH3:14])[CH:12]=2)[CH2:7][CH2:6][C:5]=1[CH:16]=[CH2:20]. The catalyst class is: 629. (5) Reactant: C[O:2][C:3](=[O:26])[CH2:4][C@@H:5]1[CH2:9][S:8][C:7]([C:10]2[NH:11][C:12]3[C:17]([CH:18]=2)=[CH:16][C:15]([Cl:19])=[CH:14][C:13]=3[NH:20][CH:21]2[CH2:25][CH2:24][CH2:23][CH2:22]2)=[N:6]1.O.[OH-].[Li+]. Product: [Cl:19][C:15]1[CH:16]=[C:17]2[C:12](=[C:13]([NH:20][CH:21]3[CH2:22][CH2:23][CH2:24][CH2:25]3)[CH:14]=1)[NH:11][C:10]([C:7]1[S:8][CH2:9][C@@H:5]([CH2:4][C:3]([OH:26])=[O:2])[N:6]=1)=[CH:18]2. The catalyst class is: 193.